From a dataset of Reaction yield outcomes from USPTO patents with 853,638 reactions. Predict the reaction yield, written as a fraction of the theoretical maximum amount of product (1.0 means a 100% yield; for example, 0.34 means a 34% yield). (1) The reactants are Br[C:2]1[CH:6]=[CH:5][N:4]([CH3:7])[N:3]=1.[CH2:8]([C:12]1[S:13][C:14]2[CH:20]=[CH:19][CH:18]=[CH:17][C:15]=2[N:16]=1)[CH2:9][C:10]#[CH:11]. No catalyst specified. The product is [CH3:7][N:4]1[CH:5]=[CH:6][C:2]([C:11]#[C:10][CH2:9][CH2:8][C:12]2[S:13][C:14]3[CH:20]=[CH:19][CH:18]=[CH:17][C:15]=3[N:16]=2)=[N:3]1. The yield is 0.210. (2) The reactants are Cl[C:2]1[CH:11]=[CH:10][C:9]2[C:4](=[CH:5][CH:6]=[C:7]([N+:12]([O-:14])=[O:13])[CH:8]=2)[N:3]=1.[CH3:15][O:16][C:17]1[CH:24]=[CH:23][C:20]([CH2:21][NH2:22])=[CH:19][CH:18]=1. The catalyst is C(OCC)(=O)C. The product is [CH3:15][O:16][C:17]1[CH:24]=[CH:23][C:20]([CH2:21][NH:22][C:2]2[CH:11]=[CH:10][C:9]3[C:4](=[CH:5][CH:6]=[C:7]([N+:12]([O-:14])=[O:13])[CH:8]=3)[N:3]=2)=[CH:19][CH:18]=1. The yield is 0.130. (3) The reactants are [CH2:1]([C:3]1[CH:8]=[CH:7][CH:6]=[CH:5][C:4]=1[C:9]1[CH:14]=[C:13]([F:15])[CH:12]=[CH:11][C:10]=1[O:16][CH2:17][C:18]([OH:20])=O)[CH3:2].[CH:21]([NH:24][NH:25][C:26](=[O:38])[C:27]1[CH:32]=[CH:31][C:30]([O:33][CH2:34][CH2:35][O:36][CH3:37])=[CH:29][CH:28]=1)([CH3:23])[CH3:22].C(N(CC)CC)C.C1C=CC2N(O)N=NC=2C=1.CCN=C=NCCCN(C)C. The catalyst is CN(C=O)C. The product is [F:15][C:13]1[CH:12]=[CH:11][C:10]([O:16][CH2:17][C:18]([N:24]([CH:21]([CH3:23])[CH3:22])[NH:25][C:26](=[O:38])[C:27]2[CH:28]=[CH:29][C:30]([O:33][CH2:34][CH2:35][O:36][CH3:37])=[CH:31][CH:32]=2)=[O:20])=[C:9]([C:4]2[CH:5]=[CH:6][CH:7]=[CH:8][C:3]=2[CH2:1][CH3:2])[CH:14]=1. The yield is 0.0700. (4) The reactants are [F:1][C:2]([F:7])([F:6])[C:3]([OH:5])=[O:4].F[C:9](F)(F)[C:10](O)=[O:11].[NH2:15][CH2:16][C:17]1[CH:18]=[C:19]([C:36]2[C:37]([CH3:42])=[N:38][O:39][C:40]=2[CH3:41])[C:20]2[O:25][CH2:24][C@H:23]([C:26]3[CH:31]=[CH:30][CH:29]=[CH:28][N:27]=3)[N:22]3[C:32](=[O:35])[NH:33][C:34]=1[C:21]=23.C(N(CC)C(C)C)(C)C.C(Cl)(=O)C. The catalyst is C(Cl)Cl. The product is [F:1][C:2]([F:7])([F:6])[C:3]([OH:5])=[O:4].[CH3:42][C:37]1[C:36]([C:19]2[C:20]3[O:25][CH2:24][C@H:23]([C:26]4[CH:31]=[CH:30][CH:29]=[CH:28][N:27]=4)[N:22]4[C:32](=[O:35])[NH:33][C:34]([C:21]=34)=[C:17]([CH2:16][NH:15][C:10](=[O:11])[CH3:9])[CH:18]=2)=[C:40]([CH3:41])[O:39][N:38]=1. The yield is 0.810. (5) The reactants are Cl.C([O:9][C:10]1[CH:19]=[C:18]2[C:13]([C:14]([NH:20][C:21]3[CH:26]=[CH:25][C:24]([Br:27])=[CH:23][C:22]=3[F:28])=[N:15][CH:16]=[N:17]2)=[CH:12][C:11]=1[O:29][CH3:30])C1C=CC=CC=1. The catalyst is C(O)(C(F)(F)F)=O. The product is [Br:27][C:24]1[CH:25]=[CH:26][C:21]([NH:20][C:14]2[C:13]3[C:18](=[CH:19][C:10]([OH:9])=[C:11]([O:29][CH3:30])[CH:12]=3)[N:17]=[CH:16][N:15]=2)=[C:22]([F:28])[CH:23]=1. The yield is 0.820. (6) The reactants are [C:1]1([P:7](=O)([C:14]2[CH:19]=[CH:18][CH:17]=[CH:16][CH:15]=2)[C:8]2[CH:13]=[CH:12][CH:11]=[CH:10][CH:9]=2)[CH:6]=[CH:5][CH:4]=[CH:3][CH:2]=1.II.C(P(CCCC)CCCC)CCC. The catalyst is C(#N)C.C1COCC1. The product is [C:14]1([P:7]([C:1]2[CH:2]=[CH:3][CH:4]=[CH:5][CH:6]=2)[C:8]2[CH:13]=[CH:12][CH:11]=[CH:10][CH:9]=2)[CH:15]=[CH:16][CH:17]=[CH:18][CH:19]=1. The yield is 0.930.